Dataset: Reaction yield outcomes from USPTO patents with 853,638 reactions. Task: Predict the reaction yield, written as a fraction of the theoretical maximum amount of product (1.0 means a 100% yield; for example, 0.34 means a 34% yield). (1) The reactants are [N+:1]([C:4]1[CH:9]=[CH:8][C:7]([CH:10]([CH2:15][C:16]([OH:18])=O)[CH2:11][C:12](O)=[O:13])=[CH:6][CH:5]=1)([O-:3])=[O:2].ClC(OC)=O.C([N:26](CC)CC)C.N.CC([O-])=O.[Na+].C(OC(=O)C)(=O)C. The catalyst is O1CCOCC1. The product is [N+:1]([C:4]1[CH:9]=[CH:8][C:7]([CH:10]2[CH2:15][C:16](=[O:18])[NH:26][C:12](=[O:13])[CH2:11]2)=[CH:6][CH:5]=1)([O-:3])=[O:2]. The yield is 0.430. (2) The reactants are [CH3:1][C:2]([CH3:62])([CH3:61])[C@H:3]([N:45]1[CH2:49][CH2:48][N:47]([CH2:50][C:51]2[CH:56]=[CH:55][CH:54]=[C:53]([N+:57]([O-])=O)[CH:52]=2)[C:46]1=[O:60])[C:4]([NH:6][C@@H:7]([CH2:38][C:39]1[CH:44]=[CH:43][CH:42]=[CH:41][CH:40]=1)[C@@H:8]([OH:37])[CH2:9][C@@H:10]([NH:24][C:25]([C@@H:27]([NH:32][C:33](=[O:36])[O:34][CH3:35])[C:28]([CH3:31])([CH3:30])[CH3:29])=[O:26])[CH2:11][C:12]1[CH:17]=[CH:16][C:15]([C:18]2[CH:23]=[CH:22][CH:21]=[CH:20][N:19]=2)=[CH:14][CH:13]=1)=[O:5]. The catalyst is C(O)C.[Pd]. The product is [NH2:57][C:53]1[CH:52]=[C:51]([CH:56]=[CH:55][CH:54]=1)[CH2:50][N:47]1[CH2:48][CH2:49][N:45]([C@@H:3]([C:2]([CH3:61])([CH3:1])[CH3:62])[C:4]([NH:6][C@@H:7]([CH2:38][C:39]2[CH:44]=[CH:43][CH:42]=[CH:41][CH:40]=2)[C@@H:8]([OH:37])[CH2:9][C@@H:10]([NH:24][C:25]([C@@H:27]([NH:32][C:33](=[O:36])[O:34][CH3:35])[C:28]([CH3:31])([CH3:30])[CH3:29])=[O:26])[CH2:11][C:12]2[CH:13]=[CH:14][C:15]([C:18]3[CH:23]=[CH:22][CH:21]=[CH:20][N:19]=3)=[CH:16][CH:17]=2)=[O:5])[C:46]1=[O:60]. The yield is 0.470. (3) The reactants are [CH3:1][NH:2][CH2:3][C:4]1[C:13]2[C:8](=[CH:9][CH:10]=[CH:11][CH:12]=2)[C:7]([CH3:14])=[CH:6][CH:5]=1.CNCC1C=CC2C(=CC=CC=2)C=1CCC.Cl.[O:32]=[C:33]1[NH:42][C:41]2[N:40]=[CH:39][C:38](/[CH:43]=[CH:44]/[C:45](O)=[O:46])=[CH:37][C:36]=2[CH2:35][CH2:34]1.Cl.CN1CC2C=C(/C=C/C(O)=O)C=NC=2NC(=O)C1. No catalyst specified. The product is [CH3:1][N:2]([CH2:3][C:4]1[C:13]2[C:8](=[CH:9][CH:10]=[CH:11][CH:12]=2)[C:7]([CH3:14])=[CH:6][CH:5]=1)[C:45](=[O:46])/[CH:44]=[CH:43]/[C:38]1[CH:39]=[N:40][C:41]2[NH:42][C:33](=[O:32])[CH2:34][CH2:35][C:36]=2[CH:37]=1. The yield is 0.760. (4) The reactants are [NH:1]1[CH2:6][CH2:5][O:4][CH2:3][CH2:2]1.C(N(C(C)C)CC)(C)C.[CH2:16]([O:23][C:24](=[O:42])[CH:25]([NH:31][C:32]([O:34][CH2:35][C:36]1[CH:41]=[CH:40][CH:39]=[CH:38][CH:37]=1)=[O:33])[CH2:26][S:27](Cl)(=[O:29])=[O:28])[C:17]1[CH:22]=[CH:21][CH:20]=[CH:19][CH:18]=1. The catalyst is C(#N)C.C(Cl)Cl. The product is [CH2:16]([O:23][C:24](=[O:42])[C@@H:25]([NH:31][C:32]([O:34][CH2:35][C:36]1[CH:41]=[CH:40][CH:39]=[CH:38][CH:37]=1)=[O:33])[CH2:26][S:27]([N:1]1[CH2:6][CH2:5][O:4][CH2:3][CH2:2]1)(=[O:29])=[O:28])[C:17]1[CH:18]=[CH:19][CH:20]=[CH:21][CH:22]=1. The yield is 0.990. (5) The reactants are [Br:1][C:2]1[CH:3]=[C:4]([NH:13][C:14](=[O:28])[C@H:15]([NH:20]C(=O)OC(C)(C)C)[CH2:16][CH:17]([CH3:19])[CH3:18])[CH:5]=[CH:6][C:7]=1[C:8]1[O:12][CH:11]=[N:10][CH:9]=1.C(O)(C(F)(F)F)=O. The catalyst is C(Cl)Cl. The product is [NH2:20][C@H:15]([CH2:16][CH:17]([CH3:19])[CH3:18])[C:14]([NH:13][C:4]1[CH:5]=[CH:6][C:7]([C:8]2[O:12][CH:11]=[N:10][CH:9]=2)=[C:2]([Br:1])[CH:3]=1)=[O:28]. The yield is 0.310.